From a dataset of Catalyst prediction with 721,799 reactions and 888 catalyst types from USPTO. Predict which catalyst facilitates the given reaction. (1) Reactant: F[C:2]1[CH:3]=[C:4]([C:11]2[CH:16]=[CH:15][C:14]([C:17]([F:20])([F:19])[F:18])=[CH:13][CH:12]=2)[CH:5]=[CH:6][C:7]=1[N+:8]([O-:10])=[O:9].Cl.[CH2:22]([O:24][C:25](=[O:29])[CH2:26][NH:27][CH3:28])[CH3:23].C(N(CC)CC)C. Product: [CH3:28][N:27]([C:2]1[CH:3]=[C:4]([C:11]2[CH:16]=[CH:15][C:14]([C:17]([F:20])([F:19])[F:18])=[CH:13][CH:12]=2)[CH:5]=[CH:6][C:7]=1[N+:8]([O-:10])=[O:9])[CH2:26][C:25]([O:24][CH2:22][CH3:23])=[O:29]. The catalyst class is: 39. (2) Reactant: [NH2:1][C:2]1[C:3]([CH2:8][C:9]([O:11]CC)=O)=[N:4][CH:5]=[CH:6][CH:7]=1.Cl. Product: [NH:1]1[C:2]2[C:3](=[N:4][CH:5]=[CH:6][CH:7]=2)[CH2:8][C:9]1=[O:11]. The catalyst class is: 27. (3) Reactant: C(OC([N:8]1[CH2:13][CH2:12][CH:11]([N:14]2[CH2:18][C:17]3[CH:19]=[C:20]([C:23]4[C:31]5[C:26](=[CH:27][C:28]([F:32])=[CH:29][CH:30]=5)[N:25](C(OC(C)(C)C)=O)[CH:24]=4)[CH:21]=[CH:22][C:16]=3[S:15]2(=[O:41])=[O:40])[CH2:10][CH2:9]1)=O)(C)(C)C.FC(F)(F)C(O)=O.N.O. Product: [F:32][C:28]1[CH:27]=[C:26]2[C:31]([C:23]([C:20]3[CH:21]=[CH:22][C:16]4[S:15](=[O:40])(=[O:41])[N:14]([CH:11]5[CH2:10][CH2:9][NH:8][CH2:13][CH2:12]5)[CH2:18][C:17]=4[CH:19]=3)=[CH:24][NH:25]2)=[CH:30][CH:29]=1. The catalyst class is: 370. (4) Product: [CH3:21][S:22]([O:17][CH2:16][C:15]1[C:10]2[CH:9]=[C:8]([CH:5]3[CH2:6][CH2:7][C:2]([CH3:20])([CH3:1])[CH2:3][CH2:4]3)[S:19][C:11]=2[N:12]=[C:13]([CH3:18])[N:14]=1)(=[O:24])=[O:23]. Reactant: [CH3:1][C:2]1([CH3:20])[CH2:7][CH2:6][CH:5]([C:8]2[S:19][C:11]3[N:12]=[C:13]([CH3:18])[N:14]=[C:15]([CH2:16][OH:17])[C:10]=3[CH:9]=2)[CH2:4][CH2:3]1.[CH3:21][S:22](Cl)(=[O:24])=[O:23].C(=O)(O)[O-].[Na+]. The catalyst class is: 2. (5) Reactant: [Cl:1][C:2]1[CH:7]=[C:6]([N:8]2[CH:13]3[CH:11]([CH2:12]3)[N:10](C(OCC3C=CC=CC=3)=O)[C:9]2=[O:24])[CH:5]=[CH:4][N:3]=1.[OH-].[Na+]. Product: [Cl:1][C:2]1[CH:7]=[C:6]([N:8]2[C:9](=[O:24])[NH:10][CH:11]3[CH:13]2[CH2:12]3)[CH:5]=[CH:4][N:3]=1. The catalyst class is: 33. (6) Reactant: [NH2:1][C:2]1[CH:7]=[C:6]([OH:8])[CH:5]=[CH:4][N:3]=1.[H-].[Na+].F[C:12]1[CH:17]=[CH:16][C:15]([N+:18]([O-:20])=[O:19])=[C:14]([CH3:21])[CH:13]=1. Product: [CH3:21][C:14]1[CH:13]=[C:12]([CH:17]=[CH:16][C:15]=1[N+:18]([O-:20])=[O:19])[O:8][C:6]1[CH:5]=[CH:4][N:3]=[C:2]([NH2:1])[CH:7]=1. The catalyst class is: 18. (7) Product: [CH3:7][NH:8][C:9]1[N:14]=[C:13]([C:15]2[CH:20]=[CH:19][CH:18]=[CH:17][N:16]=2)[CH:12]=[C:11]([C:21]2[CH:22]=[N:23][CH:24]=[C:25]([C:27]3[CH:32]=[CH:31][CH:30]=[C:29]([O:33][CH2:35][CH2:36][N:37]4[CH2:41][CH2:40][CH2:39][CH2:38]4)[CH:28]=3)[CH:26]=2)[CH:10]=1. The catalyst class is: 291. Reactant: C(=O)([O-])[O-].[K+].[K+].[CH3:7][NH:8][C:9]1[N:14]=[C:13]([C:15]2[CH:20]=[CH:19][CH:18]=[CH:17][N:16]=2)[CH:12]=[C:11]([C:21]2[CH:22]=[N:23][CH:24]=[C:25]([C:27]3[CH:28]=[C:29]([OH:33])[CH:30]=[CH:31][CH:32]=3)[CH:26]=2)[CH:10]=1.Cl[CH2:35][CH2:36][N:37]1[CH2:41][CH2:40][CH2:39][CH2:38]1. (8) Reactant: C[O:2][C:3](=[O:24])[C@@H:4]([C:13]1[CH:18]=[CH:17][C:16]([S:19]([CH3:22])(=[O:21])=[O:20])=[C:15]([Cl:23])[CH:14]=1)[CH2:5][C@H:6]1[CH2:10][CH2:9][C:8]([F:12])([F:11])[CH2:7]1.O.[OH-].[Li+]. Product: [Cl:23][C:15]1[CH:14]=[C:13]([CH:4]([CH2:5][C@H:6]2[CH2:10][CH2:9][C:8]([F:12])([F:11])[CH2:7]2)[C:3]([OH:24])=[O:2])[CH:18]=[CH:17][C:16]=1[S:19]([CH3:22])(=[O:20])=[O:21]. The catalyst class is: 40.